The task is: Predict the reaction yield, written as a fraction of the theoretical maximum amount of product (1.0 means a 100% yield; for example, 0.34 means a 34% yield).. This data is from Reaction yield outcomes from USPTO patents with 853,638 reactions. (1) The product is [NH2:20][C@H:7]1[C:8]2[C:13](=[CH:12][CH:11]=[C:10]([S:14]([CH:17]([CH3:19])[CH3:18])(=[O:16])=[O:15])[CH:9]=2)[N:4]([C:1](=[O:3])[CH3:2])[C@@H:5]([CH:32]2[CH2:34][CH2:33]2)[C@@H:6]1[CH3:31]. The reactants are [C:1]([N:4]1[C:13]2[C:8](=[CH:9][C:10]([S:14]([CH:17]([CH3:19])[CH3:18])(=[O:16])=[O:15])=[CH:11][CH:12]=2)[C@H:7]([NH:20]C(=O)OCC2C=CC=CC=2)[C@@H:6]([CH3:31])[C@@H:5]1[CH:32]1[CH2:34][CH2:33]1)(=[O:3])[CH3:2]. The catalyst is CO.[Pd]. The yield is 0.810. (2) The reactants are [C:1]([CH2:4][C:5]1[CH:10]=[C:9]([Cl:11])[CH:8]=[CH:7][C:6]=1[S:12][C:13]1[CH:21]=[CH:20][C:19]([F:22])=[CH:18][C:14]=1[C:15](O)=[O:16])(O)=[O:2].C(C1C=CC=C([N+]([O-])=O)C=1SC1C=CC(F)=CC=1C(O)=O)(O)=O.B. No catalyst specified. The product is [Cl:11][C:9]1[CH:8]=[CH:7][C:6]([S:12][C:13]2[CH:21]=[CH:20][C:19]([F:22])=[CH:18][C:14]=2[CH2:15][OH:16])=[C:5]([CH2:4][CH2:1][OH:2])[CH:10]=1. The yield is 0.860. (3) The reactants are Cl.[C:2]([O:6][C:7](=[O:13])[C@H:8]([CH:10]([CH3:12])[CH3:11])[NH2:9])([CH3:5])([CH3:4])[CH3:3].C(N(CC)CC)C.[N+:21]([C:24]1[CH:31]=[CH:30][CH:29]=[CH:28][C:25]=1[CH2:26]Cl)([O-:23])=[O:22]. The catalyst is CCO. The product is [C:2]([O:6][C:7](=[O:13])[C@@H:8]([NH:9][CH2:26][C:25]1[CH:28]=[CH:29][CH:30]=[CH:31][C:24]=1[N+:21]([O-:23])=[O:22])[CH:10]([CH3:11])[CH3:12])([CH3:5])([CH3:4])[CH3:3]. The yield is 0.800. (4) The reactants are [O:1]1[CH:5]=[CH:4][C:3]([C:6]2[CH:7]=[C:8]([NH2:15])[CH:9]=[C:10]([N+:12]([O-:14])=[O:13])[CH:11]=2)=[CH:2]1.C(N(CC)CC)C.[F:23][C:24]([F:37])([F:36])[S:25](O[S:25]([C:24]([F:37])([F:36])[F:23])(=[O:27])=[O:26])(=[O:27])=[O:26].[OH-].[Na+]. The catalyst is ClCCl.O.CO. The product is [F:23][C:24]([F:37])([F:36])[S:25]([NH:15][C:8]1[CH:9]=[C:10]([N+:12]([O-:14])=[O:13])[CH:11]=[C:6]([C:3]2[CH:4]=[CH:5][O:1][CH:2]=2)[CH:7]=1)(=[O:27])=[O:26]. The yield is 0.304. (5) The reactants are [C:1]([O:4][CH2:5][C:6]1[C:11](B2OC(C)(C)C(C)(C)O2)=[CH:10][CH:9]=[CH:8][C:7]=1[N:21]1[CH2:33][CH2:32][N:24]2[C:25]3[CH2:26][CH2:27][CH2:28][CH2:29][C:30]=3[CH:31]=[C:23]2[C:22]1=[O:34])(=[O:3])[CH3:2].Br[C:36]1[CH:37]=[C:38]([NH:44][C:45]2[CH:50]=[CH:49][N:48]=[C:47]([CH3:51])[N:46]=2)[C:39](=[O:43])[N:40]([CH3:42])[CH:41]=1. No catalyst specified. The product is [C:1]([O:4][CH2:5][C:6]1[C:7]([N:21]2[CH2:33][CH2:32][N:24]3[C:25]4[CH2:26][CH2:27][CH2:28][CH2:29][C:30]=4[CH:31]=[C:23]3[C:22]2=[O:34])=[CH:8][CH:9]=[CH:10][C:11]=1[C:36]1[CH:37]=[C:38]([NH:44][C:45]2[CH:50]=[CH:49][N:48]=[C:47]([CH3:51])[N:46]=2)[C:39](=[O:43])[N:40]([CH3:42])[CH:41]=1)(=[O:3])[CH3:2]. The yield is 0.700. (6) The reactants are O=C1C2C(=CC=CC=2)C(=O)[N:3]1[CH2:12][C@H:13]([NH:26][C:27](=[O:36])[C@H:28]([C:30]1[CH:35]=[CH:34][CH:33]=[CH:32][CH:31]=1)[CH3:29])[C:14]1[CH:19]=[CH:18][C:17]([O:20][CH2:21][C@@H:22]([CH3:25])[CH2:23][CH3:24])=[CH:16][CH:15]=1.NN. The catalyst is CCO.CCOC(C)=O. The product is [NH2:3][CH2:12][C@H:13]([NH:26][C:27](=[O:36])[C@H:28]([C:30]1[CH:31]=[CH:32][CH:33]=[CH:34][CH:35]=1)[CH3:29])[C:14]1[CH:15]=[CH:16][C:17]([O:20][CH2:21][C@@H:22]([CH3:25])[CH2:23][CH3:24])=[CH:18][CH:19]=1. The yield is 0.960. (7) The reactants are [C:1]([C:5]1[CH:23]=[CH:22][C:8]([C:9]([NH:11][C:12]2[N:13]=[C:14]3[CH:19]=[CH:18][C:17]([Cl:20])=[N:16][N:15]3[CH:21]=2)=[O:10])=[CH:7][CH:6]=1)([CH3:4])([CH3:3])[CH3:2].[NH:24]1[CH2:28][CH2:27][CH2:26][CH2:25]1.C(=O)([O-])[O-].[K+].[K+]. The catalyst is O. The product is [OH2:10].[ClH:20].[C:1]([C:5]1[CH:23]=[CH:22][C:8]([C:9]([NH:11][C:12]2[N:13]=[C:14]3[CH:19]=[CH:18][C:17]([N:24]4[CH2:28][CH2:27][CH2:26][CH2:25]4)=[N:16][N:15]3[CH:21]=2)=[O:10])=[CH:7][CH:6]=1)([CH3:4])([CH3:3])[CH3:2]. The yield is 0.430.